The task is: Predict the reaction yield, written as a fraction of the theoretical maximum amount of product (1.0 means a 100% yield; for example, 0.34 means a 34% yield).. This data is from Reaction yield outcomes from USPTO patents with 853,638 reactions. (1) The reactants are Br[C:2]1[C:3]([NH2:9])=[N:4][CH:5]=[C:6]([Br:8])[N:7]=1.CC1(C)C(C)(C)OB([C:18]2[N:19]([C:27]([O:29][C:30]([CH3:33])([CH3:32])[CH3:31])=[O:28])[C:20]3[C:25]([CH:26]=2)=[CH:24][CH:23]=[CH:22][CH:21]=3)O1.[C:35]([O-:38])([OH:37])=O.[Na+].C1(P([C:53]2[CH:58]=[CH:57]C=CC=2)C2C=CC=CC=2)C=CC=CC=1.[CH3:59][C:60]([O:63][C:64](OC(OC(C)(C)C)=O)=[O:65])([CH3:62])[CH3:61].[CH2:74](COC)OC. The catalyst is O.CCOC(C)=O.O.CN(C1C=CN=CC=1)C.[Pd]. The product is [C:58]([O:37][C:35]([N:9]([C:64]([O:63][C:60]([CH3:62])([CH3:59])[CH3:61])=[O:65])[C:3]1[C:2]([C:18]2[N:19]([C:27]([O:29][C:30]([CH3:31])([CH3:32])[CH3:33])=[O:28])[C:20]3[C:25]([CH:26]=2)=[CH:24][CH:23]=[CH:22][CH:21]=3)=[N:7][C:6]([Br:8])=[CH:5][N:4]=1)=[O:38])([CH3:57])([CH3:53])[CH3:74]. The yield is 0.550. (2) The reactants are [NH2:1][C:2]1[CH:17]=[CH:16][C:5]([O:6][C:7]2[CH:12]=[CH:11][N:10]=[C:9]([C:13]([NH2:15])=[O:14])[CH:8]=2)=[C:4]([F:18])[CH:3]=1.[O:19]=[C:20]1[N:24]([C:25]2[CH:30]=[CH:29][CH:28]=[CH:27][CH:26]=2)[N:23]2[CH2:31][CH2:32][CH2:33][C:22]2=[C:21]1[C:34](O)=[O:35].C1C=NC2N(O)N=NC=2C=1.CCN=C=NCCCN(C)C. The catalyst is C(Cl)Cl. The product is [C:13]([C:9]1[CH:8]=[C:7]([O:6][C:5]2[CH:16]=[CH:17][C:2]([NH:1][C:34]([C:21]3[C:20](=[O:19])[N:24]([C:25]4[CH:26]=[CH:27][CH:28]=[CH:29][CH:30]=4)[N:23]4[CH2:31][CH2:32][CH2:33][C:22]=34)=[O:35])=[CH:3][C:4]=2[F:18])[CH:12]=[CH:11][N:10]=1)(=[O:14])[NH2:15]. The yield is 0.420. (3) The reactants are [Br:1][C:2]1[CH:7]=[CH:6][C:5]([NH2:8])=[C:4]([NH2:9])[CH:3]=1.[C:10]([C:13]1[CH:23]=[CH:22][C:16]([O:17][CH2:18][C:19](O)=O)=[CH:15][CH:14]=1)(=[O:12])[NH2:11]. No catalyst specified. The product is [Br:1][C:2]1[CH:7]=[CH:6][C:5]2[N:8]=[C:19]([CH2:18][O:17][C:16]3[CH:22]=[CH:23][C:13]([C:10]([NH2:11])=[O:12])=[CH:14][CH:15]=3)[NH:9][C:4]=2[CH:3]=1. The yield is 0.720.